Dataset: Forward reaction prediction with 1.9M reactions from USPTO patents (1976-2016). Task: Predict the product of the given reaction. (1) The product is: [CH3:13][N:14]([CH2:2][C:3]1[CH:8]=[CH:7][C:6]([N+:9]([O-:11])=[O:10])=[CH:5][CH:4]=1)[CH2:15][C:16]([O:18][CH3:19])=[O:17]. Given the reactants Br[CH2:2][C:3]1[CH:8]=[CH:7][C:6]([N+:9]([O-:11])=[O:10])=[CH:5][CH:4]=1.Cl.[CH3:13][NH:14][CH2:15][C:16]([O:18][CH3:19])=[O:17].C([O-])([O-])=O.[K+].[K+].CCOC(C)=O, predict the reaction product. (2) Given the reactants [CH3:1][O:2][C:3]1[CH:16]=[CH:15][CH:14]=[CH:13][C:4]=1[CH2:5][N:6]1[CH2:11][CH2:10][C:9](=[O:12])[CH2:8][CH2:7]1.[Si](OS(C(F)(F)F)(=O)=O)(C)(C)C.[CH:29]1[CH:43]=[C:42]2[C:32]([CH:33](O)[C:34]3[C:39]([CH:40]=[CH:41]2)=[CH:38][CH:37]=[CH:36][CH:35]=3)=[CH:31][CH:30]=1.C(=O)(O)[O-].[Na+], predict the reaction product. The product is: [CH:38]1[C:39]2[CH:40]=[CH:41][C:42]3[CH:43]=[CH:29][CH:30]=[CH:31][C:32]=3[CH:33]([CH:10]3[C:9](=[O:12])[CH2:8][CH2:7][N:6]([CH2:5][C:4]4[CH:13]=[CH:14][CH:15]=[CH:16][C:3]=4[O:2][CH3:1])[CH2:11]3)[C:34]=2[CH:35]=[CH:36][CH:37]=1. (3) Given the reactants [NH2:1][C:2]1[CH:3]=[C:4]2[C:9](=[CH:10][CH:11]=1)[N:8]=[CH:7][C:6]([C:12]#[N:13])=[C:5]2[NH:14][C:15]1[CH:20]=[CH:19][C:18]([F:21])=[C:17]([Cl:22])[CH:16]=1.[C:23]([C:25]1[CH:26]=[C:27]([CH:30]=[CH:31][CH:32]=1)[CH:28]=O)#[N:24].[BH3-]C#N.[Na+], predict the reaction product. The product is: [Cl:22][C:17]1[CH:16]=[C:15]([NH:14][C:5]2[C:4]3[C:9](=[CH:10][CH:11]=[C:2]([NH:1][CH2:28][C:27]4[CH:30]=[CH:31][CH:32]=[C:25]([C:23]#[N:24])[CH:26]=4)[CH:3]=3)[N:8]=[CH:7][C:6]=2[C:12]#[N:13])[CH:20]=[CH:19][C:18]=1[F:21].